The task is: Predict the product of the given reaction.. This data is from Forward reaction prediction with 1.9M reactions from USPTO patents (1976-2016). (1) Given the reactants C([CH:5]1[O:17][CH:6]1[CH2:7][O:8][CH2:9][CH:10]1O[CH:11]1[CH2:12]CCC)CCC.[C:18]1([C:28]2[N:33]=[N:32][N:31]=[C:30]([C:34]3[CH:39]=[CH:38][C:37]([OH:40])=[CH:36][C:35]=3[OH:41])[C:29]=2[C:42]2[C:51]3[C:46](=[CH:47][CH:48]=[CH:49][CH:50]=3)[CH:45]=[CH:44][CH:43]=2)[C:27]2[C:22](=[CH:23][CH:24]=[CH:25][CH:26]=2)[CH:21]=[CH:20][CH:19]=1, predict the reaction product. The product is: [C:18]1([C:28]2[N:33]=[N:32][N:31]=[C:30]([C:34]3[CH:39]=[CH:38][C:37]([O:40][CH2:5][CH:6]([OH:17])[CH2:7][O:8][CH2:9][CH2:10][CH2:11][CH3:12])=[CH:36][C:35]=3[OH:41])[C:29]=2[C:42]2[C:51]3[C:46](=[CH:47][CH:48]=[CH:49][CH:50]=3)[CH:45]=[CH:44][CH:43]=2)[C:27]2[C:22](=[CH:23][CH:24]=[CH:25][CH:26]=2)[CH:21]=[CH:20][CH:19]=1. (2) Given the reactants [O:1]=[C:2]1[C:7]([CH2:8][CH2:9][C:10]([OH:12])=[O:11])=[CH:6][CH2:5][CH2:4][NH:3]1.[CH2:13](ON)[C:14]1C=CC=C[CH:15]=1.Cl.C([N:26]([CH:28]([CH3:30])[CH3:29])C)(C)C.[CH2:31](Cl)CCl, predict the reaction product. The product is: [CH3:31][O:12][C:10](=[O:11])[CH2:9][CH2:8][C:7]1[C:2](=[O:1])[N:3]([CH2:4][C:14]2[CH:15]=[CH:29][C:28]([NH2:26])=[CH:30][CH:13]=2)[CH2:5][CH:6]=1. (3) The product is: [CH3:14][O:13][C:10]1[CH:11]=[CH:12][C:7]([O:6][CH2:5][CH:4]=[O:3])=[CH:8][CH:9]=1. Given the reactants C([O:3][CH:4](OCC)[CH2:5][O:6][C:7]1[CH:12]=[CH:11][C:10]([O:13][CH3:14])=[CH:9][CH:8]=1)C, predict the reaction product. (4) Given the reactants [Cr](O[Cr]([O-])(=O)=O)([O-])(=O)=O.[NH+]1C=CC=CC=1.[NH+]1C=CC=CC=1.[CH3:22][C:23]1([CH3:32])[O:27][C@H:26]2[CH2:28][O:29][CH:30]([OH:31])[C@H:25]2[O:24]1, predict the reaction product. The product is: [CH3:22][C:23]1([CH3:32])[O:27][C@H:26]2[CH2:28][O:29][C:30](=[O:31])[C@H:25]2[O:24]1.